Dataset: Reaction yield outcomes from USPTO patents with 853,638 reactions. Task: Predict the reaction yield, written as a fraction of the theoretical maximum amount of product (1.0 means a 100% yield; for example, 0.34 means a 34% yield). The reactants are [CH2:1]([OH:8])[CH2:2][CH2:3][CH2:4][CH2:5][CH2:6][OH:7].[CH3:9][C:10](C)([O-])[CH3:11].[K+].ICCC.O. The catalyst is ClCCl. The product is [CH2:9]([O:7][CH2:6][CH2:5][CH2:4][CH2:3][CH2:2][CH2:1][OH:8])[CH2:10][CH3:11]. The yield is 0.250.